Dataset: NCI-60 drug combinations with 297,098 pairs across 59 cell lines. Task: Regression. Given two drug SMILES strings and cell line genomic features, predict the synergy score measuring deviation from expected non-interaction effect. (1) Synergy scores: CSS=-7.94, Synergy_ZIP=-0.0645, Synergy_Bliss=-6.90, Synergy_Loewe=-10.5, Synergy_HSA=-10.2. Cell line: COLO 205. Drug 1: CNC(=O)C1=CC=CC=C1SC2=CC3=C(C=C2)C(=NN3)C=CC4=CC=CC=N4. Drug 2: CN(C)N=NC1=C(NC=N1)C(=O)N. (2) Drug 1: CCC1(CC2CC(C3=C(CCN(C2)C1)C4=CC=CC=C4N3)(C5=C(C=C6C(=C5)C78CCN9C7C(C=CC9)(C(C(C8N6C)(C(=O)OC)O)OC(=O)C)CC)OC)C(=O)OC)O.OS(=O)(=O)O. Drug 2: C1=NC(=NC(=O)N1C2C(C(C(O2)CO)O)O)N. Cell line: HT29. Synergy scores: CSS=13.6, Synergy_ZIP=5.45, Synergy_Bliss=10.6, Synergy_Loewe=2.29, Synergy_HSA=3.69. (3) Synergy scores: CSS=66.2, Synergy_ZIP=-1.13, Synergy_Bliss=-0.286, Synergy_Loewe=-5.41, Synergy_HSA=-2.05. Drug 2: C1=CC=C(C=C1)NC(=O)CCCCCCC(=O)NO. Cell line: OVCAR-8. Drug 1: CCCCC(=O)OCC(=O)C1(CC(C2=C(C1)C(=C3C(=C2O)C(=O)C4=C(C3=O)C=CC=C4OC)O)OC5CC(C(C(O5)C)O)NC(=O)C(F)(F)F)O. (4) Drug 1: CCCS(=O)(=O)NC1=C(C(=C(C=C1)F)C(=O)C2=CNC3=C2C=C(C=N3)C4=CC=C(C=C4)Cl)F. Drug 2: CC(C1=C(C=CC(=C1Cl)F)Cl)OC2=C(N=CC(=C2)C3=CN(N=C3)C4CCNCC4)N. Cell line: HCC-2998. Synergy scores: CSS=-4.09, Synergy_ZIP=3.25, Synergy_Bliss=-4.25, Synergy_Loewe=-23.2, Synergy_HSA=-16.1. (5) Drug 1: CCC1=CC2CC(C3=C(CN(C2)C1)C4=CC=CC=C4N3)(C5=C(C=C6C(=C5)C78CCN9C7C(C=CC9)(C(C(C8N6C)(C(=O)OC)O)OC(=O)C)CC)OC)C(=O)OC.C(C(C(=O)O)O)(C(=O)O)O. Drug 2: C1CC(C1)(C(=O)O)C(=O)O.[NH2-].[NH2-].[Pt+2]. Cell line: EKVX. Synergy scores: CSS=37.4, Synergy_ZIP=-3.68, Synergy_Bliss=-4.50, Synergy_Loewe=-22.8, Synergy_HSA=-3.23. (6) Drug 1: C1CC(=O)NC(=O)C1N2CC3=C(C2=O)C=CC=C3N. Drug 2: C#CCC(CC1=CN=C2C(=N1)C(=NC(=N2)N)N)C3=CC=C(C=C3)C(=O)NC(CCC(=O)O)C(=O)O. Cell line: COLO 205. Synergy scores: CSS=0.354, Synergy_ZIP=-0.819, Synergy_Bliss=-4.55, Synergy_Loewe=-2.54, Synergy_HSA=-3.92. (7) Drug 2: CC1CCCC2(C(O2)CC(NC(=O)CC(C(C(=O)C(C1O)C)(C)C)O)C(=CC3=CSC(=N3)C)C)C. Synergy scores: CSS=-0.0440, Synergy_ZIP=-0.705, Synergy_Bliss=-1.83, Synergy_Loewe=-2.22, Synergy_HSA=-2.95. Drug 1: CC12CCC(CC1=CCC3C2CCC4(C3CC=C4C5=CN=CC=C5)C)O. Cell line: HOP-92. (8) Drug 1: C1CCC(C1)C(CC#N)N2C=C(C=N2)C3=C4C=CNC4=NC=N3. Drug 2: CC1=C(N=C(N=C1N)C(CC(=O)N)NCC(C(=O)N)N)C(=O)NC(C(C2=CN=CN2)OC3C(C(C(C(O3)CO)O)O)OC4C(C(C(C(O4)CO)O)OC(=O)N)O)C(=O)NC(C)C(C(C)C(=O)NC(C(C)O)C(=O)NCCC5=NC(=CS5)C6=NC(=CS6)C(=O)NCCC[S+](C)C)O. Cell line: DU-145. Synergy scores: CSS=11.0, Synergy_ZIP=-6.54, Synergy_Bliss=-7.34, Synergy_Loewe=-7.63, Synergy_HSA=-5.17.